This data is from NCI-60 drug combinations with 297,098 pairs across 59 cell lines. The task is: Regression. Given two drug SMILES strings and cell line genomic features, predict the synergy score measuring deviation from expected non-interaction effect. (1) Synergy scores: CSS=54.7, Synergy_ZIP=-0.519, Synergy_Bliss=-1.80, Synergy_Loewe=-7.14, Synergy_HSA=-2.18. Drug 1: CC(C1=C(C=CC(=C1Cl)F)Cl)OC2=C(N=CC(=C2)C3=CN(N=C3)C4CCNCC4)N. Cell line: MOLT-4. Drug 2: C1=CC=C(C=C1)NC(=O)CCCCCCC(=O)NO. (2) Drug 1: CC1=C(C(=O)C2=C(C1=O)N3CC4C(C3(C2COC(=O)N)OC)N4)N. Drug 2: C1C(C(OC1N2C=NC(=NC2=O)N)CO)O. Cell line: MDA-MB-231. Synergy scores: CSS=10.8, Synergy_ZIP=-2.52, Synergy_Bliss=2.12, Synergy_Loewe=-0.270, Synergy_HSA=1.93. (3) Drug 1: C1CCC(CC1)NC(=O)N(CCCl)N=O. Drug 2: C1CN(P(=O)(OC1)NCCCl)CCCl. Cell line: MDA-MB-231. Synergy scores: CSS=13.6, Synergy_ZIP=-6.93, Synergy_Bliss=-1.69, Synergy_Loewe=-7.38, Synergy_HSA=-1.51. (4) Drug 1: COC1=C(C=C2C(=C1)N=CN=C2NC3=CC(=C(C=C3)F)Cl)OCCCN4CCOCC4. Drug 2: CCN(CC)CCNC(=O)C1=C(NC(=C1C)C=C2C3=C(C=CC(=C3)F)NC2=O)C. Cell line: NCI-H322M. Synergy scores: CSS=37.4, Synergy_ZIP=1.68, Synergy_Bliss=-0.429, Synergy_Loewe=-6.88, Synergy_HSA=-1.46. (5) Drug 1: CCCS(=O)(=O)NC1=C(C(=C(C=C1)F)C(=O)C2=CNC3=C2C=C(C=N3)C4=CC=C(C=C4)Cl)F. Drug 2: C(CN)CNCCSP(=O)(O)O. Cell line: NCIH23. Synergy scores: CSS=-4.14, Synergy_ZIP=2.30, Synergy_Bliss=0.0636, Synergy_Loewe=-3.85, Synergy_HSA=-3.73. (6) Drug 1: C1CN1C2=NC(=NC(=N2)N3CC3)N4CC4. Drug 2: CNC(=O)C1=NC=CC(=C1)OC2=CC=C(C=C2)NC(=O)NC3=CC(=C(C=C3)Cl)C(F)(F)F. Cell line: COLO 205. Synergy scores: CSS=22.0, Synergy_ZIP=-21.9, Synergy_Bliss=-33.3, Synergy_Loewe=-20.1, Synergy_HSA=-20.7. (7) Drug 1: C1=CC(=CC=C1CCC2=CNC3=C2C(=O)NC(=N3)N)C(=O)NC(CCC(=O)O)C(=O)O. Drug 2: C1=C(C(=O)NC(=O)N1)F. Cell line: CAKI-1. Synergy scores: CSS=29.2, Synergy_ZIP=4.12, Synergy_Bliss=2.48, Synergy_Loewe=8.79, Synergy_HSA=9.57.